Dataset: Forward reaction prediction with 1.9M reactions from USPTO patents (1976-2016). Task: Predict the product of the given reaction. Given the reactants [C:1]([O:5][C:6]([N:8]1[CH2:17][CH2:16][C:15]2[C:10](=[CH:11][CH:12]=[CH:13][C:14]=2[O:18][CH2:19][C:20]([O:22]CC)=[O:21])[CH2:9]1)=[O:7])([CH3:4])([CH3:3])[CH3:2].[Li+].[OH-].Cl, predict the reaction product. The product is: [C:1]([O:5][C:6]([N:8]1[CH2:17][CH2:16][C:15]2[C:10](=[CH:11][CH:12]=[CH:13][C:14]=2[O:18][CH2:19][C:20]([OH:22])=[O:21])[CH2:9]1)=[O:7])([CH3:4])([CH3:2])[CH3:3].